From a dataset of Forward reaction prediction with 1.9M reactions from USPTO patents (1976-2016). Predict the product of the given reaction. (1) Given the reactants [F:1][C:2]1[CH:32]=[CH:31][C:5]([C:6]([C:8]2[CH:30]=[CH:29][C:11]([O:12][CH2:13][C:14]#[C:15][C:16]3[CH:21]=[CH:20][C:19]([CH2:22][C@H:23]([O:27][CH3:28])[C:24]([OH:26])=[O:25])=[CH:18][CH:17]=3)=[CH:10][CH:9]=2)=O)=[CH:4][CH:3]=1.[NH2:33][OH:34], predict the reaction product. The product is: [F:1][C:2]1[CH:32]=[CH:31][C:5]([C:6](=[N:33][OH:34])[C:8]2[CH:30]=[CH:29][C:11]([O:12][CH2:13][C:14]#[C:15][C:16]3[CH:21]=[CH:20][C:19]([CH2:22][C@H:23]([O:27][CH3:28])[C:24]([OH:26])=[O:25])=[CH:18][CH:17]=3)=[CH:10][CH:9]=2)=[CH:4][CH:3]=1. (2) Given the reactants Br[CH2:2][C:3]([NH:5][C:6]1[CH:11]=[C:10]([O:12][CH3:13])[CH:9]=[CH:8][C:7]=1[OH:14])=[O:4].C(=O)([O-])[O-].[K+].[K+].CC#N.O.FC(F)(F)C(O)=O, predict the reaction product. The product is: [CH3:13][O:12][C:10]1[CH:9]=[CH:8][C:7]2[O:14][CH2:2][C:3](=[O:4])[NH:5][C:6]=2[CH:11]=1. (3) Given the reactants [N:1]1([C:5]([C:7]2[C:8]([CH3:14])=[N:9][CH:10]=[C:11](Br)[CH:12]=2)=[O:6])[CH2:4][CH2:3][CH2:2]1.[B:15]1(B2OC(C)(C)C(C)(C)O2)[O:19]C(C)(C)C(C)(C)[O:16]1.C([O-])(=O)C.[K+], predict the reaction product. The product is: [N:1]1([C:5]([C:7]2[CH:12]=[C:11]([B:15]([OH:19])[OH:16])[CH:10]=[N:9][C:8]=2[CH3:14])=[O:6])[CH2:4][CH2:3][CH2:2]1. (4) Given the reactants [O:1]=[C:2]1[CH2:7][NH:6][CH2:5][CH2:4][NH:3]1.Br[C:9]1[CH:14]=[CH:13][CH:12]=[CH:11][CH:10]=1.C([O-])([O-])=O.[Cs+].[Cs+].CC1(C)C2C(=C(P(C3C=CC=CC=3)C3C=CC=CC=3)C=CC=2)OC2C(P(C3C=CC=CC=3)C3C=CC=CC=3)=CC=CC1=2, predict the reaction product. The product is: [C:9]1([N:6]2[CH2:5][CH2:4][NH:3][C:2](=[O:1])[CH2:7]2)[CH:14]=[CH:13][CH:12]=[CH:11][CH:10]=1.